From a dataset of Full USPTO retrosynthesis dataset with 1.9M reactions from patents (1976-2016). Predict the reactants needed to synthesize the given product. (1) Given the product [Br:1][C:2]1[CH:7]=[C:6]([CH:5]=[C:4]([CH3:9])[CH:3]=1)[C:8]([OH:10])=[O:16], predict the reactants needed to synthesize it. The reactants are: [Br:1][C:2]1[CH:7]=[C:6]([CH3:8])[CH:5]=[C:4]([CH3:9])[CH:3]=1.[O-:10][Mn](=O)(=O)=O.[K+].[OH2:16]. (2) Given the product [Br:11][CH:9]1[CH2:8][CH2:7][CH2:6][C:5]2[N:4]=[CH:3][CH:2]=[N:1][C:10]1=2, predict the reactants needed to synthesize it. The reactants are: [N:1]1[C:10]2[CH2:9][CH2:8][CH2:7][CH2:6][C:5]=2[N:4]=[CH:3][CH:2]=1.[Br:11]NC(=O)CCC(N)=O.C(OOC(=O)C1C=CC=CC=1)(=O)C1C=CC=CC=1. (3) Given the product [CH3:1][O:2][C:3]1[CH:4]=[C:5]([CH2:23][C:24]([OH:26])=[O:25])[CH:6]=[CH:7][C:8]=1[O:9][CH2:10][C:11]1[N:12]=[C:13]([C:17]2[CH:18]=[CH:19][CH:20]=[CH:21][CH:22]=2)[O:14][C:15]=1[CH3:16], predict the reactants needed to synthesize it. The reactants are: [CH3:1][O:2][C:3]1[CH:4]=[C:5]([CH2:23][C:24]([O:26]CC)=[O:25])[CH:6]=[CH:7][C:8]=1[O:9][CH2:10][C:11]1[N:12]=[C:13]([C:17]2[CH:22]=[CH:21][CH:20]=[CH:19][CH:18]=2)[O:14][C:15]=1[CH3:16].[OH-].[Na+].O1CCCC1.Cl. (4) Given the product [CH3:1][C@H:2]([N:10]([CH2:12][C:13]1[CH:14]=[CH:15][CH:16]=[CH:17][CH:18]=1)[CH3:11])[CH2:3][C:4]1[CH:5]=[CH:6][CH:7]=[CH:8][CH:9]=1.[ClH:19], predict the reactants needed to synthesize it. The reactants are: [CH3:1][C@H:2]([NH:10][CH3:11])[CH2:3][C:4]1[CH:5]=[CH:6][CH:7]=[CH:8][CH:9]=1.[CH2:12]([Cl:19])[C:13]1[CH:18]=[CH:17][CH:16]=[CH:15][CH:14]=1.C(=O)([O-])[O-].[Na+].[Na+].O. (5) Given the product [Br:26][C:25]1[C:20]2[N:21]([N:7]=[C:18]([NH2:17])[N:19]=2)[CH:22]=[CH:23][CH:24]=1, predict the reactants needed to synthesize it. The reactants are: Cl.NO.C([N:7](CC)C(C)C)(C)C.C(OC(=O)[NH:17][C:18](=S)[NH:19][C:20]1[C:25]([Br:26])=[CH:24][CH:23]=[CH:22][N:21]=1)C. (6) Given the product [CH3:1][C:2]1[CH:3]=[C:4]([C:23]#[C:22][CH2:21][CH2:20][CH2:19][C:24]2[CH:25]=[CH:26][CH:27]=[CH:28][CH:29]=2)[N:5]=[CH:6][N:7]=1, predict the reactants needed to synthesize it. The reactants are: [CH3:1][C:2]1[N:7]=[CH:6][N:5]=[C:4](OS(C2C=CC(C)=CC=2)(=O)=O)[CH:3]=1.[CH2:19]([C:24]1[CH:29]=[CH:28][CH:27]=[CH:26][CH:25]=1)[CH2:20][CH2:21][C:22]#[CH:23]. (7) Given the product [O:21]=[C:15]1[CH:14]([N:8]2[C:7](=[O:22])[C:6]3[C:10](=[CH:11][CH:12]=[C:4]([CH2:3][NH:2][C:27]([NH:26][CH2:23][CH2:24][CH3:25])=[O:28])[CH:5]=3)[C:9]2=[O:13])[CH2:19][CH2:18][C:17](=[O:20])[NH:16]1, predict the reactants needed to synthesize it. The reactants are: Cl.[NH2:2][CH2:3][C:4]1[CH:5]=[C:6]2[C:10](=[CH:11][CH:12]=1)[C:9](=[O:13])[N:8]([CH:14]1[CH2:19][CH2:18][C:17](=[O:20])[NH:16][C:15]1=[O:21])[C:7]2=[O:22].[CH2:23]([N:26]=[C:27]=[O:28])[CH2:24][CH3:25].CCN(C(C)C)C(C)C.